This data is from NCI-60 drug combinations with 297,098 pairs across 59 cell lines. The task is: Regression. Given two drug SMILES strings and cell line genomic features, predict the synergy score measuring deviation from expected non-interaction effect. Drug 1: CCC(=C(C1=CC=CC=C1)C2=CC=C(C=C2)OCCN(C)C)C3=CC=CC=C3.C(C(=O)O)C(CC(=O)O)(C(=O)O)O. Drug 2: CCN(CC)CCCC(C)NC1=C2C=C(C=CC2=NC3=C1C=CC(=C3)Cl)OC. Cell line: SN12C. Synergy scores: CSS=13.2, Synergy_ZIP=-5.37, Synergy_Bliss=1.75, Synergy_Loewe=-6.09, Synergy_HSA=-0.136.